This data is from Catalyst prediction with 721,799 reactions and 888 catalyst types from USPTO. The task is: Predict which catalyst facilitates the given reaction. (1) Reactant: [Br:1][C:2]1[CH:3]=[C:4]2[C:8](=[CH:9][CH:10]=1)[NH:7][N:6]=[C:5]2[C:11]1[CH:16]=[CH:15][C:14]([F:17])=[CH:13][CH:12]=1.[O:18]1[CH:23]=[CH:22][CH2:21][CH2:20][CH2:19]1.O.C1(C)C=CC(S(O)(=O)=O)=CC=1. Product: [Br:1][C:2]1[CH:3]=[C:4]2[C:8](=[CH:9][CH:10]=1)[N:7]([CH:19]1[CH2:20][CH2:21][CH2:22][CH2:23][O:18]1)[N:6]=[C:5]2[C:11]1[CH:16]=[CH:15][C:14]([F:17])=[CH:13][CH:12]=1. The catalyst class is: 7. (2) Reactant: Cl.Cl.[NH2:3][C:4]1[CH:23]=[CH:22][C:7]2[CH:8]=[C:9]([C:11]([NH:13][C@@H:14]3[CH:19]4[CH2:20][CH2:21][N:16]([CH2:17][CH2:18]4)[CH2:15]3)=[O:12])[S:10][C:6]=2[CH:5]=1.C(N(CC)CC)C.[C:31]([Cl:34])(=[O:33])[CH3:32]. Product: [ClH:34].[C:31]([NH:3][C:4]1[CH:23]=[CH:22][C:7]2[CH:8]=[C:9]([C:11]([NH:13][C@@H:14]3[CH:19]4[CH2:20][CH2:21][N:16]([CH2:17][CH2:18]4)[CH2:15]3)=[O:12])[S:10][C:6]=2[CH:5]=1)(=[O:33])[CH3:32]. The catalyst class is: 3. (3) Reactant: [C:1]([O:5][C:6](=[O:22])[NH:7][C:8]1[CH:13]=[C:12](Cl)[C:11]([C:15]([F:18])([F:17])[F:16])=[CH:10][C:9]=1[N+:19]([O-:21])=[O:20])([CH3:4])([CH3:3])[CH3:2].[CH:23]([NH:26][CH3:27])([CH3:25])[CH3:24].C(N(CC)CC)C. Product: [C:1]([O:5][C:6](=[O:22])[NH:7][C:8]1[CH:13]=[C:12]([N:26]([CH:23]([CH3:25])[CH3:24])[CH3:27])[C:11]([C:15]([F:18])([F:17])[F:16])=[CH:10][C:9]=1[N+:19]([O-:21])=[O:20])([CH3:4])([CH3:3])[CH3:2]. The catalyst class is: 16.